This data is from Peptide-MHC class I binding affinity with 185,985 pairs from IEDB/IMGT. The task is: Regression. Given a peptide amino acid sequence and an MHC pseudo amino acid sequence, predict their binding affinity value. This is MHC class I binding data. (1) The MHC is HLA-A02:01 with pseudo-sequence HLA-A02:01. The peptide sequence is VLGNYKEICV. The binding affinity (normalized) is 0.590. (2) The peptide sequence is NPKLRNCRI. The MHC is HLA-B07:02 with pseudo-sequence HLA-B07:02. The binding affinity (normalized) is 0.316. (3) The peptide sequence is RLRPGGKKKY. The MHC is HLA-B45:01 with pseudo-sequence HLA-B45:01. The binding affinity (normalized) is 0. (4) The peptide sequence is MKWGMEMRR. The MHC is HLA-B40:01 with pseudo-sequence HLA-B40:01. The binding affinity (normalized) is 0.0847. (5) The peptide sequence is HHYSQAAVL. The MHC is HLA-A02:12 with pseudo-sequence HLA-A02:12. The binding affinity (normalized) is 0.0847.